From a dataset of Full USPTO retrosynthesis dataset with 1.9M reactions from patents (1976-2016). Predict the reactants needed to synthesize the given product. Given the product [CH3:1][O:2][C:3]1[CH:8]=[CH:7][C:6]([NH:9][S:10]([C:13]2[CH:18]=[CH:17][CH:16]=[C:15]([O:19][C:20]([F:22])([F:23])[F:21])[CH:14]=2)(=[O:12])=[O:11])=[CH:5][C:4]=1[CH:24]1[CH2:28][CH2:27][N:26]([CH2:29][CH2:30][CH3:31])[CH2:25]1, predict the reactants needed to synthesize it. The reactants are: [CH3:1][O:2][C:3]1[CH:8]=[CH:7][C:6]([NH:9][S:10]([C:13]2[CH:18]=[CH:17][CH:16]=[C:15]([O:19][C:20]([F:23])([F:22])[F:21])[CH:14]=2)(=[O:12])=[O:11])=[CH:5][C:4]=1[CH:24]1[CH2:28][CH2:27][N:26]([C:29](=O)[CH2:30][CH3:31])[CH2:25]1.Cl.